The task is: Predict the reactants needed to synthesize the given product.. This data is from Full USPTO retrosynthesis dataset with 1.9M reactions from patents (1976-2016). (1) Given the product [Cl:1][C:2]1[N:7]=[C:6]([NH:10][C:11]2[CH:19]=[C:18]3[C:14]([CH:15]=[CH:16][NH:17]3)=[CH:13][CH:12]=2)[C:5]([F:9])=[CH:4][N:3]=1, predict the reactants needed to synthesize it. The reactants are: [Cl:1][C:2]1[N:7]=[C:6](Cl)[C:5]([F:9])=[CH:4][N:3]=1.[NH2:10][C:11]1[CH:19]=[C:18]2[C:14]([CH:15]=[CH:16][NH:17]2)=[CH:13][CH:12]=1. (2) Given the product [F:12][C:13]1[CH:14]=[C:15]([CH2:19][C:4]([C:5]2[CH:6]=[N:7][CH:8]=[CH:9][CH:10]=2)=[O:11])[CH:16]=[CH:17][CH:18]=1.[F:12][C:13]1[CH:14]=[C:15]([CH2:19][CH:20]([NH2:21])[C:5]2[CH:6]=[N:7][CH:8]=[CH:9][CH:10]=2)[CH:16]=[CH:17][CH:18]=1, predict the reactants needed to synthesize it. The reactants are: C(O[C:4](=[O:11])[C:5]1[CH:10]=[CH:9][CH:8]=[N:7][CH:6]=1)C.[F:12][C:13]1[CH:14]=[C:15]([CH2:19][C:20]#[N:21])[CH:16]=[CH:17][CH:18]=1. (3) Given the product [OH:13][CH2:12][C:9]1[CH:10]=[N:11][C:5]2[N:4]3[CH:16]=[CH:17][CH:18]=[C:3]3[C:2](=[O:1])[NH:7][C:6]=2[CH:8]=1, predict the reactants needed to synthesize it. The reactants are: [O:1]=[C:2]1[NH:7][C:6]2[CH:8]=[C:9]([C:12](OC)=[O:13])[CH:10]=[N:11][C:5]=2[N:4]2[CH:16]=[CH:17][CH:18]=[C:3]12.[H-].[Na+].[H-].[Al+3].[Li+].[H-].[H-].[H-]. (4) Given the product [C:9]([O:13][C:14](=[O:19])[NH:15][CH2:16][CH2:17][NH:18][CH:5]1[CH2:6][CH2:7][N:2]([CH3:1])[CH2:3][CH2:4]1)([CH3:12])([CH3:10])[CH3:11], predict the reactants needed to synthesize it. The reactants are: [CH3:1][N:2]1[CH2:7][CH2:6][C:5](=O)[CH2:4][CH2:3]1.[C:9]([O:13][C:14](=[O:19])[NH:15][CH2:16][CH2:17][NH2:18])([CH3:12])([CH3:11])[CH3:10]. (5) Given the product [Cl:1][C:2]1[CH:20]=[CH:19][C:5]([O:6][CH2:7][CH2:8][NH:9][C:10]([C:12]2[N:13]=[N:14][C:15]([N:24]3[CH2:25][CH2:26][N:21]([C:27](=[O:28])[C:29]4[CH:34]=[CH:33][CH:32]=[CH:31][C:30]=4[C:35]([F:38])([F:36])[F:37])[CH2:22][CH2:23]3)=[CH:16][CH:17]=2)=[O:11])=[CH:4][CH:3]=1, predict the reactants needed to synthesize it. The reactants are: [Cl:1][C:2]1[CH:20]=[CH:19][C:5]([O:6][CH2:7][CH2:8][NH:9][C:10]([C:12]2[N:13]=[N:14][C:15](Cl)=[CH:16][CH:17]=2)=[O:11])=[CH:4][CH:3]=1.[N:21]1([C:27]([C:29]2[CH:34]=[CH:33][CH:32]=[CH:31][C:30]=2[C:35]([F:38])([F:37])[F:36])=[O:28])[CH2:26][CH2:25][NH:24][CH2:23][CH2:22]1. (6) Given the product [Br:20][C:13]1[C:14]2[C:19](=[CH:18][CH:17]=[CH:16][CH:15]=2)[N:11]([S:1]([C:4]2[CH:5]=[CH:6][C:7]([CH3:8])=[CH:9][CH:10]=2)(=[O:2])=[O:3])[CH:12]=1, predict the reactants needed to synthesize it. The reactants are: [S:1]([N:11]1[C:19]2[C:14](=[CH:15][CH:16]=[CH:17][CH:18]=2)[CH:13]=[CH:12]1)([C:4]1[CH:10]=[CH:9][C:7]([CH3:8])=[CH:6][CH:5]=1)(=[O:3])=[O:2].[Br:20]Br. (7) Given the product [Br:4][C:5]1[CH:6]=[CH:7][C:8]([CH:11]2[C:20]3[C:15](=[CH:16][C:17]([O:21][CH3:22])=[CH:18][CH:19]=3)[CH2:14][CH2:13][NH:12]2)=[CH:9][CH:10]=1, predict the reactants needed to synthesize it. The reactants are: [BH4-].[Na+].Cl.[Br:4][C:5]1[CH:10]=[CH:9][C:8]([C:11]2[C:20]3[C:15](=[CH:16][C:17]([O:21][CH3:22])=[CH:18][CH:19]=3)[CH2:14][CH2:13][N:12]=2)=[CH:7][CH:6]=1. (8) Given the product [Cl:15][C:9]1[CH:10]=[CH:11][CH:12]=[C:13]2[C:8]=1[N:7]=[C:6]([N:16]1[CH2:21][CH2:20][CH2:19][CH2:18][CH2:17]1)[C:5]([CH2:4][NH2:1])=[CH:14]2, predict the reactants needed to synthesize it. The reactants are: [N:1]([CH2:4][C:5]1[C:6]([N:16]2[CH2:21][CH2:20][CH2:19][CH2:18][CH2:17]2)=[N:7][C:8]2[C:13]([CH:14]=1)=[CH:12][CH:11]=[CH:10][C:9]=2[Cl:15])=[N+]=[N-].